This data is from Forward reaction prediction with 1.9M reactions from USPTO patents (1976-2016). The task is: Predict the product of the given reaction. Given the reactants [C:1]([O:5][C:6](=[O:34])[NH:7][CH2:8][C:9]#[C:10][C:11]1[CH:16]=[CH:15][CH:14]=[C:13]([C:17]([C:19]2[C:27]3[C:26](Cl)=[N:25][CH:24]=[N:23][C:22]=3[N:21]([CH:29]3[CH2:33][CH2:32][CH2:31][CH2:30]3)[CH:20]=2)=[O:18])[CH:12]=1)([CH3:4])([CH3:3])[CH3:2].[NH2:35]C1C2C(C(C3C=CC=C([N+]([O-])=O)C=3)=O)=CN(C3CCCC3)C=2N=CN=1, predict the reaction product. The product is: [C:1]([O:5][C:6](=[O:34])[NH:7][CH2:8][C:9]#[C:10][C:11]1[CH:16]=[CH:15][CH:14]=[C:13]([C:17]([C:19]2[C:27]3[C:26]([NH2:35])=[N:25][CH:24]=[N:23][C:22]=3[N:21]([CH:29]3[CH2:33][CH2:32][CH2:31][CH2:30]3)[CH:20]=2)=[O:18])[CH:12]=1)([CH3:4])([CH3:3])[CH3:2].